Dataset: Full USPTO retrosynthesis dataset with 1.9M reactions from patents (1976-2016). Task: Predict the reactants needed to synthesize the given product. (1) Given the product [CH3:5][O:6][C:7]1[CH:14]=[CH:13][C:10]([CH2:11][N:4]2[CH2:3][CH2:1][O:2][CH2:18][C:19]2=[O:20])=[CH:9][CH:8]=1, predict the reactants needed to synthesize it. The reactants are: [CH2:1]([CH2:3][NH2:4])[OH:2].[CH3:5][O:6][C:7]1[CH:14]=[CH:13][C:10]([CH:11]=O)=[CH:9][CH:8]=1.[H][H].Cl[CH2:18][C:19](Cl)=[O:20].[OH-].[Na+].[OH-].[K+]. (2) Given the product [CH3:20][O:19][C:17]1[C:16]([O:21][CH3:22])=[CH:15][C:14]2[C:8]([C:5]3[CH:4]=[CH:3][C:2]([N:30]4[CH2:31][CH2:32][O:28][C:29]4=[O:33])=[CH:7][CH:6]=3)=[N:9][N:10]([C:24]([NH:26][CH3:27])=[O:25])[CH:11]([CH3:23])[CH2:12][C:13]=2[CH:18]=1, predict the reactants needed to synthesize it. The reactants are: Br[C:2]1[CH:7]=[CH:6][C:5]([C:8]2[C:14]3[CH:15]=[C:16]([O:21][CH3:22])[C:17]([O:19][CH3:20])=[CH:18][C:13]=3[CH2:12][CH:11]([CH3:23])[N:10]([C:24]([NH:26][CH3:27])=[O:25])[N:9]=2)=[CH:4][CH:3]=1.[O:28]1[CH2:32][CH2:31][NH:30][C:29]1=[O:33].P([O-])([O-])([O-])=O.[K+].[K+].[K+].CN(C)CCN. (3) Given the product [C:19]([C:2]1[CH:3]=[C:4]([C:8]2[O:9][CH:10]=[C:11]([C:13]3[CH:18]=[CH:17][CH:16]=[CH:15][N:14]=3)[N:12]=2)[CH:5]=[CH:6][CH:7]=1)#[N:20], predict the reactants needed to synthesize it. The reactants are: Br[C:2]1[CH:3]=[C:4]([C:8]2[O:9][CH:10]=[C:11]([C:13]3[CH:18]=[CH:17][CH:16]=[CH:15][N:14]=3)[N:12]=2)[CH:5]=[CH:6][CH:7]=1.[CH3:19][N:20](C)C=O.